Dataset: Full USPTO retrosynthesis dataset with 1.9M reactions from patents (1976-2016). Task: Predict the reactants needed to synthesize the given product. (1) Given the product [Cl:10][C:8]1[CH:7]=[CH:6][C:5]([S:11][C:12]2[CH:20]=[CH:19][C:18]([F:21])=[CH:17][C:13]=2[CH2:14][OH:15])=[C:4]([CH2:1][OH:2])[CH:9]=1, predict the reactants needed to synthesize it. The reactants are: [C:1]([C:4]1[CH:9]=[C:8]([Cl:10])[CH:7]=[CH:6][C:5]=1[S:11][C:12]1[CH:20]=[CH:19][C:18]([F:21])=[CH:17][C:13]=1[C:14](O)=[O:15])(O)=[O:2].C(C1C=CC=C([N+]([O-])=O)C=1SC1C=CC(F)=CC=1C(O)=O)(O)=O.B. (2) Given the product [F:5][Sb-:6]([F:11])([F:10])([F:9])([F:8])[F:7].[PH4+:2].[PH4+:2].[F:5][Sb-:6]([F:11])([F:10])([F:9])([F:8])[F:7], predict the reactants needed to synthesize it. The reactants are: [Cl-].[PH4+:2].[PH4+].[Cl-].[F:5][Sb-:6]([F:11])([F:10])([F:9])([F:8])[F:7]. (3) Given the product [F:19][C:16]([F:17])([F:18])[O:15][C:6]1[CH:7]=[C:8]2[C:13](=[C:4]([NH2:1])[CH:5]=1)[N:12]=[CH:11][CH:10]=[CH:9]2, predict the reactants needed to synthesize it. The reactants are: [N+:1]([C:4]1[CH:5]=[C:6]([O:15][C:16]([F:19])([F:18])[F:17])[CH:7]=[C:8]2[C:13]=1[NH:12][C:11](=O)[CH:10]=[CH:9]2)([O-])=O.[Sn](Cl)Cl.